This data is from Full USPTO retrosynthesis dataset with 1.9M reactions from patents (1976-2016). The task is: Predict the reactants needed to synthesize the given product. (1) Given the product [Br:15][C:16]1[CH:20]=[CH:19][O:18][C:17]=1[C:21]1[O:12][N:11]=[C:9]([C:6]2[CH:5]=[CH:4][C:3]([C:2]([F:1])([F:13])[F:14])=[CH:8][N:7]=2)[N:10]=1, predict the reactants needed to synthesize it. The reactants are: [F:1][C:2]([F:14])([F:13])[C:3]1[CH:4]=[CH:5][C:6]([C:9](=[N:11][OH:12])[NH2:10])=[N:7][CH:8]=1.[Br:15][C:16]1[CH:20]=[CH:19][O:18][C:17]=1[C:21](Cl)=O. (2) The reactants are: [C:1]([NH:8][CH2:9][CH2:10][CH2:11][CH2:12][C:13]([OH:15])=[O:14])([O:3][C:4]([CH3:7])([CH3:6])[CH3:5])=[O:2].[C:16](OC=C)(=O)[CH3:17].[OH-].[K+]. Given the product [CH:16]([O:14][C:13](=[O:15])[CH2:12][CH2:11][CH2:10][CH2:9][NH:8][C:1]([O:3][C:4]([CH3:6])([CH3:7])[CH3:5])=[O:2])=[CH2:17], predict the reactants needed to synthesize it. (3) Given the product [F:1][C:2]1[CH:7]=[C:6]([O:8][CH2:9][CH:10]2[CH2:11][CH2:12][N:13]([CH2:16][C:17]([F:20])([CH3:19])[CH3:18])[CH2:14][CH2:15]2)[CH:5]=[CH:4][C:3]=1[C:21]1[CH:22]=[CH:23][C:24]([C:27]([OH:29])=[O:28])=[CH:25][CH:26]=1, predict the reactants needed to synthesize it. The reactants are: [F:1][C:2]1[CH:7]=[C:6]([O:8][CH2:9][CH:10]2[CH2:15][CH2:14][N:13]([CH2:16][C:17]([F:20])([CH3:19])[CH3:18])[CH2:12][CH2:11]2)[CH:5]=[CH:4][C:3]=1[C:21]1[CH:26]=[CH:25][C:24]([C:27]([O:29]C)=[O:28])=[CH:23][CH:22]=1.O[Li].O.Cl. (4) Given the product [CH:27]1([C@:22]2([C:25]#[N:26])[CH2:23][CH2:24][N:20]([C:18]3[CH:17]=[CH:16][N:15]=[C:14]([NH:13][C:9]4[CH:8]=[C:7]([CH:5]5[CH2:4][N:3]([C:60]([CH:58]6[CH2:59][C:56]([F:63])([F:55])[CH2:57]6)=[O:61])[CH2:6]5)[N:11]([CH3:12])[N:10]=4)[CH:19]=3)[C:21]2=[O:30])[CH2:28][CH2:29]1, predict the reactants needed to synthesize it. The reactants are: Cl.Cl.[NH:3]1[CH2:6][CH:5]([C:7]2[N:11]([CH3:12])[N:10]=[C:9]([NH:13][C:14]3[CH:19]=[C:18]([N:20]4[CH2:24][CH2:23][C@:22]([CH:27]5[CH2:29][CH2:28]5)([C:25]#[N:26])[C:21]4=[O:30])[CH:17]=[CH:16][N:15]=3)[CH:8]=2)[CH2:4]1.F[P-](F)(F)(F)(F)F.N1(OC(N(C)C)=[N+](C)C)C2N=CC=CC=2N=N1.[F:55][C:56]1([F:63])[CH2:59][CH:58]([C:60](O)=[O:61])[CH2:57]1.C(=O)([O-])O.[Na+]. (5) The reactants are: Cl[C:2]1[C:22]([C:23]2[CH:28]=[CH:27][CH:26]=[CH:25][CH:24]=2)=[CH:21][N:5]2[N:6]=[C:7]3[C:12]([C:11]([C:13]4[CH:20]=[CH:19][C:16]([C:17]#[N:18])=[CH:15][CH:14]=4)=[CH:10][CH:9]=[CH:8]3)=[C:4]2[N:3]=1.[C:29]([O:33][C:34](=[O:55])[NH:35][C:36]1([C:40]2[CH:45]=[CH:44][C:43](B3OC(C)(C)C(C)(C)O3)=[CH:42][CH:41]=2)[CH2:39][CH2:38][CH2:37]1)([CH3:32])([CH3:31])[CH3:30].C(=O)([O-])[O-].[Na+].[Na+]. Given the product [C:29]([O:33][C:34](=[O:55])[NH:35][C:36]1([C:40]2[CH:41]=[CH:42][C:43]([C:2]3[C:22]([C:23]4[CH:28]=[CH:27][CH:26]=[CH:25][CH:24]=4)=[CH:21][N:5]4[N:6]=[C:7]5[C:12]([C:11]([C:13]6[CH:20]=[CH:19][C:16]([C:17]#[N:18])=[CH:15][CH:14]=6)=[CH:10][CH:9]=[CH:8]5)=[C:4]4[N:3]=3)=[CH:44][CH:45]=2)[CH2:37][CH2:38][CH2:39]1)([CH3:32])([CH3:30])[CH3:31], predict the reactants needed to synthesize it. (6) Given the product [CH3:7][S:8]([C:9]1[CH:14]=[CH:13][CH:12]=[CH:11][C:10]=1[O:15][CH:16]1[CH2:21][CH2:20][N:19]([C:22]([O:24][C:25]([CH3:28])([CH3:27])[CH3:26])=[O:23])[CH2:18][CH2:17]1)(=[O:3])=[O:1], predict the reactants needed to synthesize it. The reactants are: [O-2:1].[Al+3].[O-2:3].[O-2].[Al+3].O.[CH3:7][S:8][C:9]1[CH:14]=[CH:13][CH:12]=[CH:11][C:10]=1[O:15][CH:16]1[CH2:21][CH2:20][N:19]([C:22]([O:24][C:25]([CH3:28])([CH3:27])[CH3:26])=[O:23])[CH2:18][CH2:17]1.OOS([O-])=O.[K+].